Dataset: Reaction yield outcomes from USPTO patents with 853,638 reactions. Task: Predict the reaction yield, written as a fraction of the theoretical maximum amount of product (1.0 means a 100% yield; for example, 0.34 means a 34% yield). (1) The reactants are [F:1][C:2]1([F:17])[CH2:7][CH2:6][CH2:5][N:4]([C:8]2[N:12]([CH3:13])[N:11]=[CH:10][C:9]=2[N+:14]([O-])=O)[CH2:3]1.[C:18]([O:22][C:23]([NH:25][C:26]1[S:30][C:29]([C:31]2[C:36]([F:37])=[CH:35][CH:34]=[CH:33][C:32]=2[F:38])=[N:28][C:27]=1[C:39](O)=[O:40])=[O:24])([CH3:21])([CH3:20])[CH3:19]. No catalyst specified. The product is [F:38][C:32]1[CH:33]=[CH:34][CH:35]=[C:36]([F:37])[C:31]=1[C:29]1[S:30][C:26]([NH:25][C:23](=[O:24])[O:22][C:18]([CH3:20])([CH3:19])[CH3:21])=[C:27]([C:39](=[O:40])[NH:14][C:9]2[CH:10]=[N:11][N:12]([CH3:13])[C:8]=2[N:4]2[CH2:5][CH2:6][CH2:7][C:2]([F:17])([F:1])[CH2:3]2)[N:28]=1. The yield is 0.200. (2) The reactants are [NH:1]1[C:11]2C(=[CH:7][CH:8]=[CH:9][CH:10]=2)[C:4](=O)[C:2]1=[O:3].[C:12]([OH:18])(=[O:17])[CH2:13][C:14](O)=O. The catalyst is C(O)(=O)C.C([O-])(O)=O.[Na+]. The product is [OH:3][C:2]1[CH:4]=[C:13]([C:12]([OH:18])=[O:17])[C:14]2[C:11](=[CH:10][CH:9]=[CH:8][CH:7]=2)[N:1]=1. The yield is 0.400. (3) The reactants are [Cl:1][C:2]1[CH:7]=[CH:6][N:5]=[C:4]2[CH:8]=[C:9]([Sn](CCCC)(CCCC)CCCC)[S:10][C:3]=12.Br[C:25]1[CH:37]=[CH:36][C:28]([CH2:29][N:30]2[CH2:34][CH2:33][C@H:32]([OH:35])[CH2:31]2)=[CH:27][CH:26]=1.CO.CCOC(C)=O. The catalyst is C1(C)C=CC=CC=1.C1C=CC([P]([Pd]([P](C2C=CC=CC=2)(C2C=CC=CC=2)C2C=CC=CC=2)([P](C2C=CC=CC=2)(C2C=CC=CC=2)C2C=CC=CC=2)[P](C2C=CC=CC=2)(C2C=CC=CC=2)C2C=CC=CC=2)(C2C=CC=CC=2)C2C=CC=CC=2)=CC=1. The product is [Cl:1][C:2]1[CH:7]=[CH:6][N:5]=[C:4]2[CH:8]=[C:9]([C:25]3[CH:37]=[CH:36][C:28]([CH2:29][N:30]4[CH2:34][CH2:33][C@H:32]([OH:35])[CH2:31]4)=[CH:27][CH:26]=3)[S:10][C:3]=12. The yield is 0.710. (4) The catalyst is CN(C=O)C. The product is [CH3:16][C:15]([CH3:17])=[CH:14][CH2:13][N:1]1[C:5]2[CH:6]=[CH:7][CH:8]=[CH:9][C:4]=2[N:3]=[C:2]1[CH2:10][OH:11]. The reactants are [NH:1]1[C:5]2[CH:6]=[CH:7][CH:8]=[CH:9][C:4]=2[N:3]=[C:2]1[CH2:10][OH:11].Br[CH2:13][CH:14]=[C:15]([CH3:17])[CH3:16].CCN(C(C)C)C(C)C. The yield is 0.360. (5) The reactants are C[O:2][C:3](=O)[C:4]1[CH:9]=[CH:8][CH:7]=[CH:6][C:5]=1[S:10][C:11]1[CH:16]=[CH:15][C:14]([Cl:17])=[CH:13][C:12]=1[NH2:18].C[Al](C)C.O.Cl. The catalyst is C(Cl)Cl. The product is [Cl:17][C:14]1[CH:15]=[CH:16][C:11]2[S:10][C:5]3[CH:6]=[CH:7][CH:8]=[CH:9][C:4]=3[C:3](=[O:2])[NH:18][C:12]=2[CH:13]=1. The yield is 0.290. (6) The reactants are [CH2:1]([N:4]1[CH2:9][CH2:8][C:7](=O)[CH2:6][CH2:5]1)[CH2:2][CH3:3].[CH3:11][O:12][C:13]1[CH:14]=[C:15]2[C:20](=[CH:21][C:22]=1[N+:23]([O-:25])=[O:24])[CH2:19][NH:18][CH2:17][CH2:16]2.C(O)(=O)C.C(O[BH-](OC(=O)C)OC(=O)C)(=O)C.[Na+]. The catalyst is ClCCCl.C(N(CC)CC)C. The product is [CH3:11][O:12][C:13]1[CH:14]=[C:15]2[C:20](=[CH:21][C:22]=1[N+:23]([O-:25])=[O:24])[CH2:19][N:18]([CH:7]1[CH2:8][CH2:9][N:4]([CH2:1][CH2:2][CH3:3])[CH2:5][CH2:6]1)[CH2:17][CH2:16]2. The yield is 0.890. (7) The reactants are [N:1]1([C:7]2=[N:8][C:9]3[CH:21]=[CH:20][CH:19]=[CH:18][C:10]=3[S:11][C:12]3[CH:17]=[CH:16][CH:15]=[CH:14][C:13]2=3)[CH2:6][CH2:5][NH:4][CH2:3][CH2:2]1.Br[CH2:23][CH2:24][OH:25].C(=O)([O-])[O-].[K+].[K+].[I-].[Na+]. The catalyst is C(O)CCC. The product is [CH:14]1[C:13]2[C:7]([N:1]3[CH2:2][CH2:3][N:4]([CH2:23][CH2:24][OH:25])[CH2:5][CH2:6]3)=[N:8][C:9]3[CH:21]=[CH:20][CH:19]=[CH:18][C:10]=3[S:11][C:12]=2[CH:17]=[CH:16][CH:15]=1. The yield is 0.860.